Task: Binary Classification. Given a T-cell receptor sequence (or CDR3 region) and an epitope sequence, predict whether binding occurs between them.. Dataset: TCR-epitope binding with 47,182 pairs between 192 epitopes and 23,139 TCRs (1) The epitope is LLLGIGILV. The TCR CDR3 sequence is CAPPNKASGSHEQYV. Result: 0 (the TCR does not bind to the epitope). (2) The epitope is LLDFVRFMGV. The TCR CDR3 sequence is CASGGKVFPPYEQYF. Result: 0 (the TCR does not bind to the epitope). (3) The epitope is YLNTLTLAV. The TCR CDR3 sequence is CASSLAGGPDTQYF. Result: 0 (the TCR does not bind to the epitope). (4) Result: 1 (the TCR binds to the epitope). The TCR CDR3 sequence is CASSLDGSNQPQHF. The epitope is KLGGALQAK.